This data is from Forward reaction prediction with 1.9M reactions from USPTO patents (1976-2016). The task is: Predict the product of the given reaction. (1) Given the reactants [I:1][C:2]1[CH:3]=[CH:4][C:5]([NH2:10])=[C:6]([CH:9]=1)[CH:7]=O.CCCCCCC=CCCC.[F:22][C:23]([F:32])([F:31])/[CH:24]=[CH:25]/[C:26]([O:28][CH2:29][CH3:30])=[O:27], predict the reaction product. The product is: [I:1][C:2]1[CH:9]=[C:6]2[C:5](=[CH:4][CH:3]=1)[NH:10][CH:24]([C:23]([F:22])([F:32])[F:31])[C:25]([C:26]([O:28][CH2:29][CH3:30])=[O:27])=[CH:7]2. (2) The product is: [Cl:11][C:9]1[CH:10]=[C:5]([CH2:4][OH:3])[CH:6]=[C:7]([Cl:24])[C:8]=1[O:12][C:13]1[CH:18]=[CH:17][C:16]([O:19][CH3:20])=[C:15]([CH:21]([CH3:23])[CH3:22])[CH:14]=1. Given the reactants C([O:3][C:4](=O)[C:5]1[CH:10]=[C:9]([Cl:11])[C:8]([O:12][C:13]2[CH:18]=[CH:17][C:16]([O:19][CH3:20])=[C:15]([CH:21]([CH3:23])[CH3:22])[CH:14]=2)=[C:7]([Cl:24])[CH:6]=1)C.[H-].C([Al+]CC(C)C)C(C)C, predict the reaction product. (3) Given the reactants [F:1][C:2]1[CH:7]=[CH:6][CH:5]=[CH:4][C:3]=1[CH2:8][O:9][C:10]1[CH:11]=[C:12]([C@H:16]2[CH2:20][CH2:19][C@:18]3([CH2:24][CH2:23][NH:22][C:21]3=[O:25])[N:17]2[C:26]([O:28][C:29]([CH3:32])([CH3:31])[CH3:30])=[O:27])[CH:13]=[CH:14][CH:15]=1.[H-].[Na+].[CH3:35]I, predict the reaction product. The product is: [F:1][C:2]1[CH:7]=[CH:6][CH:5]=[CH:4][C:3]=1[CH2:8][O:9][C:10]1[CH:11]=[C:12]([C@H:16]2[CH2:20][CH2:19][C@:18]3([CH2:24][CH2:23][N:22]([CH3:35])[C:21]3=[O:25])[N:17]2[C:26]([O:28][C:29]([CH3:32])([CH3:31])[CH3:30])=[O:27])[CH:13]=[CH:14][CH:15]=1. (4) The product is: [Cl:1][C:2]1[CH:7]=[CH:6][N:5]=[C:4]2[CH:8]=[C:9]([C:11]([N:18]3[CH2:19][C@@H:20]([O:21][CH3:22])[CH:16]([F:15])[CH2:17]3)=[O:13])[S:10][C:3]=12. Given the reactants [Cl:1][C:2]1[CH:7]=[CH:6][N:5]=[C:4]2[CH:8]=[C:9]([C:11]([O-:13])=O)[S:10][C:3]=12.[Li+].[F:15][CH:16]1[C@H:20]([O:21][CH3:22])[CH2:19][NH:18][CH2:17]1, predict the reaction product. (5) Given the reactants [C:1]([N:8]1[CH2:13][CH2:12][N:11]([C:14]2[CH:19]=[CH:18][CH:17]=[CH:16][C:15]=2[CH2:20][N:21]2[CH:25]=[N:24][CH:23]=[N:22]2)[CH2:10][CH2:9]1)([O:3]C(C)(C)C)=O.[OH:26][C:27]1[CH:28]=[C:29]2[C:34](=[CH:35][CH:36]=1)[C:33]([CH3:38])([CH3:37])[NH:32][CH:31]([C:39]([OH:41])=O)[CH2:30]2.CCN([CH:48]([CH3:50])[CH3:49])C(C)C.[CH:51]1[CH:52]=[CH:53][C:54]2[N:59](O)N=NC=2[CH:56]=1.C(Cl)[Cl:62], predict the reaction product. The product is: [Cl:62][C:49]1[CH:48]=[CH:50][C:52]([CH2:53][CH:54]([NH:59][C:39]([CH:31]2[CH2:30][C:29]3[C:34](=[CH:35][CH:36]=[C:27]([OH:26])[CH:28]=3)[C:33]([CH3:37])([CH3:38])[NH:32]2)=[O:41])[C:1](=[O:3])[N:8]2[CH2:9][CH2:10][N:11]([C:14]3[CH:19]=[CH:18][CH:17]=[CH:16][C:15]=3[CH2:20][N:21]3[CH:25]=[N:24][CH:23]=[N:22]3)[CH2:12][CH2:13]2)=[CH:51][CH:56]=1. (6) Given the reactants [C:1](OC1C2C(=CC=C(C)C=2)N(CC)C1=O)(=[O:8])[C:2]1[CH:7]=[CH:6][CH:5]=[CH:4][CH:3]=1.[Cl:23][C:24]1[CH:25]=[C:26]2[C:30](=[CH:31][CH:32]=1)[N:29]([CH2:33][CH:34]([CH3:36])[CH3:35])[C:28](=[O:37])[C:27]2=[O:38], predict the reaction product. The product is: [C:1]([O:38][CH:27]1[C:26]2[C:30](=[CH:31][CH:32]=[C:24]([Cl:23])[CH:25]=2)[N:29]([CH2:33][CH:34]([CH3:35])[CH3:36])[C:28]1=[O:37])(=[O:8])[C:2]1[CH:7]=[CH:6][CH:5]=[CH:4][CH:3]=1. (7) Given the reactants [CH2:1]([NH2:4])[CH2:2][NH2:3].[CH:5](=[O:11])[CH2:6][CH2:7][CH2:8][CH:9]=[O:10], predict the reaction product. The product is: [CH:5](=[O:11])[CH2:6][CH2:7][CH2:8][CH:9]=[O:10].[CH2:1]([NH2:4])[CH2:2][NH2:3].